From a dataset of Catalyst prediction with 721,799 reactions and 888 catalyst types from USPTO. Predict which catalyst facilitates the given reaction. Reactant: Br[CH2:2][C:3]([NH:5][C:6]1[CH:11]=[C:10]([O:12][CH3:13])[C:9]([O:14][CH3:15])=[CH:8][C:7]=1[C:16](=O)[CH2:17][C:18]1[CH:23]=[CH:22][C:21]([Cl:24])=[C:20]([Cl:25])[CH:19]=1)=[O:4].[NH3:27]. Product: [Cl:25][C:20]1[CH:19]=[C:18]([CH:23]=[CH:22][C:21]=1[Cl:24])[CH2:17][C:16]1[C:7]2[CH:8]=[C:9]([O:14][CH3:15])[C:10]([O:12][CH3:13])=[CH:11][C:6]=2[NH:5][C:3](=[O:4])[CH2:2][N:27]=1. The catalyst class is: 138.